Dataset: Full USPTO retrosynthesis dataset with 1.9M reactions from patents (1976-2016). Task: Predict the reactants needed to synthesize the given product. (1) Given the product [CH3:15][O:16][CH:17]1[CH2:13][CH2:14][CH:3]([O:10][CH3:11])[CH:8]=[CH:7]1, predict the reactants needed to synthesize it. The reactants are: [H-].[Na+].[CH:3]1([OH:10])[CH2:8][CH2:7]C(O)C=C1.[CH3:11]I.[CH2:13]1[CH2:17][O:16][CH2:15][CH2:14]1. (2) Given the product [Br:1][C:2]1[C:3]([O:13][CH3:14])=[C:4]([NH2:10])[CH:5]=[C:6]([O:8][CH3:9])[CH:7]=1, predict the reactants needed to synthesize it. The reactants are: [Br:1][C:2]1[CH:7]=[C:6]([O:8][CH3:9])[CH:5]=[C:4]([N+:10]([O-])=O)[C:3]=1[O:13][CH3:14].CC(O)=O. (3) The reactants are: Cl[C:2]1[CH:9]=[CH:8][C:5]([C:6]#[N:7])=[CH:4][N:3]=1.Cl.[C:11]([O:15][C:16](=[O:21])[CH2:17][CH2:18][CH2:19][NH2:20])([CH3:14])([CH3:13])[CH3:12].CCN(C(C)C)C(C)C. Given the product [C:6]([C:5]1[CH:8]=[CH:9][C:2]([NH:20][CH2:19][CH2:18][CH2:17][C:16]([O:15][C:11]([CH3:14])([CH3:13])[CH3:12])=[O:21])=[N:3][CH:4]=1)#[N:7], predict the reactants needed to synthesize it. (4) Given the product [OH:13][CH:12]([C:14]1[CH:19]=[CH:18][CH:17]=[CH:16][CH:15]=1)[CH2:11][NH:10][C:29]([CH:22]1[CH2:21][CH:20]([CH3:32])[CH2:25][CH2:24][CH:23]1[CH:26]([CH3:28])[CH3:27])=[O:30], predict the reactants needed to synthesize it. The reactants are: CCN(C(C)C)C(C)C.[NH2:10][CH2:11][CH:12]([C:14]1[CH:19]=[CH:18][CH:17]=[CH:16][CH:15]=1)[OH:13].[CH:20]1([CH3:32])[CH2:25][CH2:24][CH:23]([CH:26]([CH3:28])[CH3:27])[CH:22]([C:29](Cl)=[O:30])[CH2:21]1.Cl. (5) The reactants are: [NH2:1][CH2:2][C@H:3]1[O:7][N:6]=[C:5]([C:8]2[N:13]=[CH:12][C:11]([C:14]3[CH:19]=[CH:18][C:17]([N:20]4[CH2:24][C@H:23]([CH2:25][N:26]5[CH:30]=[CH:29][N:28]=[N:27]5)[O:22][C:21]4=[O:31])=[CH:16][C:15]=3[F:32])=[CH:10][CH:9]=2)[CH2:4]1.CN(C(ON1N=NC2C=CC=NC1=2)=[N+](C)C)C.F[P-](F)(F)(F)(F)F.[C:57]([NH:64][C@H:65]([C:67](O)=[O:68])[CH3:66])([O:59][C:60]([CH3:63])([CH3:62])[CH3:61])=[O:58].C(N(C(C)C)CC)(C)C. Given the product [F:32][C:15]1[CH:16]=[C:17]([N:20]2[CH2:24][C@H:23]([CH2:25][N:26]3[CH:30]=[CH:29][N:28]=[N:27]3)[O:22][C:21]2=[O:31])[CH:18]=[CH:19][C:14]=1[C:11]1[CH:10]=[CH:9][C:8]([C:5]2[CH2:4][C@@H:3]([CH2:2][NH:1][C:67](=[O:68])[C@@H:65]([NH:64][C:57](=[O:58])[O:59][C:60]([CH3:62])([CH3:61])[CH3:63])[CH3:66])[O:7][N:6]=2)=[N:13][CH:12]=1, predict the reactants needed to synthesize it. (6) Given the product [CH3:11][N:8]1[CH:7]=[N:6][C:5]2[C:9]1=[N:10][C:2]([C:26]1[CH:27]=[CH:28][C:29]([NH2:32])=[N:30][CH:31]=1)=[N:3][C:4]=2[N:12]1[CH2:17][CH2:16][O:15][CH2:14][CH2:13]1, predict the reactants needed to synthesize it. The reactants are: Cl[C:2]1[N:10]=[C:9]2[C:5]([N:6]=[CH:7][N:8]2[CH3:11])=[C:4]([N:12]2[CH2:17][CH2:16][O:15][CH2:14][CH2:13]2)[N:3]=1.CC1(C)C(C)(C)OB([C:26]2[CH:27]=[CH:28][C:29]([NH2:32])=[N:30][CH:31]=2)O1. (7) Given the product [C:72]([N:65]1[C@H:62]2[C@H:61]([N:60]([C:58]([C@@H:57]([NH:56][C:51](=[O:53])[C:50]3[CH:49]=[CH:48][C:47]([C:43]([CH3:44])([CH3:45])[CH3:46])=[CH:55][CH:54]=3)[CH2:80][CH:81]([CH3:83])[CH3:82])=[O:59])[CH2:64][CH2:63]2)[C:67]([O:68][CH3:69])([O:70][CH3:71])[CH2:66]1)(=[O:79])[C:73]1[CH:74]=[CH:75][CH:76]=[CH:77][CH:78]=1, predict the reactants needed to synthesize it. The reactants are: CN1CCOCC1.CN(C(ON1N=NC2C=CC=CC1=2)=[N+](C)C)C.F[P-](F)(F)(F)(F)F.O.ON1C2C=CC=CC=2N=N1.[C:43]([C:47]1[CH:55]=[CH:54][C:50]([C:51]([OH:53])=O)=[CH:49][CH:48]=1)([CH3:46])([CH3:45])[CH3:44].[NH2:56][C@@H:57]([CH2:80][CH:81]([CH3:83])[CH3:82])[C:58]([N:60]1[CH2:64][CH2:63][C@H:62]2[N:65]([C:72](=[O:79])[C:73]3[CH:78]=[CH:77][CH:76]=[CH:75][CH:74]=3)[CH2:66][C:67]([O:70][CH3:71])([O:68][CH3:69])[C@@H:61]12)=[O:59]. (8) Given the product [OH:32][CH2:31][CH2:30][NH:1][C:2]1[NH:3][C:4](=[O:25])[C:5]2[CH:10]=[C:9]([C:11]3[CH:16]=[CH:15][N:14]=[C:13](/[CH:17]=[CH:18]/[C:19]4[CH:20]=[CH:21][CH:22]=[CH:23][CH:24]=4)[CH:12]=3)[NH:8][C:6]=2[N:7]=1, predict the reactants needed to synthesize it. The reactants are: [NH2:1][C:2]1[NH:3][C:4](=[O:25])[C:5]2[CH:10]=[C:9]([C:11]3[CH:16]=[CH:15][N:14]=[C:13](/[CH:17]=[CH:18]/[C:19]4[CH:24]=[CH:23][CH:22]=[CH:21][CH:20]=4)[CH:12]=3)[NH:8][C:6]=2[N:7]=1.C([CH:30](O[SiH](C)C)[CH:31]=[O:32])CCC. (9) Given the product [Cl:33][C:34]1[C:35]2[CH:42]=[CH:41][N:40]([C@@H:8]3[O:11][C@H:12]([CH2:13][O:14][CH2:15][C:16]4[CH:21]=[CH:20][C:19]([Cl:22])=[CH:18][C:17]=4[Cl:23])[C@@H:6]([O:5][CH2:4][C:3]4[CH:26]=[CH:27][C:28]([Cl:30])=[CH:29][C:2]=4[Cl:1])[C@@:7]3([CH3:25])[OH:24])[C:36]=2[N:37]=[CH:38][N:39]=1, predict the reactants needed to synthesize it. The reactants are: [Cl:1][C:2]1[CH:29]=[C:28]([Cl:30])[CH:27]=[CH:26][C:3]=1[CH2:4][O:5][C@@H:6]1[C@@H:12]([CH2:13][O:14][CH2:15][C:16]2[CH:21]=[CH:20][C:19]([Cl:22])=[CH:18][C:17]=2[Cl:23])[O:11][C@H:8](OC)[C@:7]1([CH3:25])[OH:24].Br.[Na].[Cl:33][C:34]1[N:39]=[CH:38][NH:37][C:36]2=[N:40][CH:41]=[CH:42][C:35]=12.C(#N)C.